Task: Regression. Given two drug SMILES strings and cell line genomic features, predict the synergy score measuring deviation from expected non-interaction effect.. Dataset: NCI-60 drug combinations with 297,098 pairs across 59 cell lines (1) Drug 1: C1=CC(=CC=C1CCCC(=O)O)N(CCCl)CCCl. Drug 2: COCCOC1=C(C=C2C(=C1)C(=NC=N2)NC3=CC=CC(=C3)C#C)OCCOC.Cl. Cell line: SK-OV-3. Synergy scores: CSS=10.0, Synergy_ZIP=-6.29, Synergy_Bliss=-8.11, Synergy_Loewe=-6.26, Synergy_HSA=-5.88. (2) Drug 1: CC1OCC2C(O1)C(C(C(O2)OC3C4COC(=O)C4C(C5=CC6=C(C=C35)OCO6)C7=CC(=C(C(=C7)OC)O)OC)O)O. Drug 2: COC1=NC(=NC2=C1N=CN2C3C(C(C(O3)CO)O)O)N. Cell line: KM12. Synergy scores: CSS=15.9, Synergy_ZIP=-3.98, Synergy_Bliss=-8.39, Synergy_Loewe=-7.25, Synergy_HSA=-2.34. (3) Drug 1: CC12CCC3C(C1CCC2=O)CC(=C)C4=CC(=O)C=CC34C. Drug 2: CC1=C(C(=CC=C1)Cl)NC(=O)C2=CN=C(S2)NC3=CC(=NC(=N3)C)N4CCN(CC4)CCO. Cell line: SF-268. Synergy scores: CSS=56.7, Synergy_ZIP=0.894, Synergy_Bliss=1.49, Synergy_Loewe=-3.10, Synergy_HSA=-0.308. (4) Drug 1: C1C(C(OC1N2C=NC3=C2NC=NCC3O)CO)O. Drug 2: CC1C(C(CC(O1)OC2CC(CC3=C2C(=C4C(=C3O)C(=O)C5=C(C4=O)C(=CC=C5)OC)O)(C(=O)CO)O)N)O.Cl. Cell line: MDA-MB-231. Synergy scores: CSS=29.6, Synergy_ZIP=-2.37, Synergy_Bliss=-5.89, Synergy_Loewe=-38.0, Synergy_HSA=-5.92. (5) Drug 1: CCC1=CC2CC(C3=C(CN(C2)C1)C4=CC=CC=C4N3)(C5=C(C=C6C(=C5)C78CCN9C7C(C=CC9)(C(C(C8N6C)(C(=O)OC)O)OC(=O)C)CC)OC)C(=O)OC.C(C(C(=O)O)O)(C(=O)O)O. Drug 2: CC1C(C(CC(O1)OC2CC(OC(C2O)C)OC3=CC4=CC5=C(C(=O)C(C(C5)C(C(=O)C(C(C)O)O)OC)OC6CC(C(C(O6)C)O)OC7CC(C(C(O7)C)O)OC8CC(C(C(O8)C)O)(C)O)C(=C4C(=C3C)O)O)O)O. Cell line: HCT-15. Synergy scores: CSS=12.3, Synergy_ZIP=-3.13, Synergy_Bliss=0.282, Synergy_Loewe=-0.835, Synergy_HSA=-0.690. (6) Drug 1: C1CN1P(=S)(N2CC2)N3CC3. Drug 2: COC1=NC(=NC2=C1N=CN2C3C(C(C(O3)CO)O)O)N. Cell line: NCI-H226. Synergy scores: CSS=15.3, Synergy_ZIP=-1.31, Synergy_Bliss=-1.51, Synergy_Loewe=-1.69, Synergy_HSA=-1.53. (7) Synergy scores: CSS=15.6, Synergy_ZIP=3.22, Synergy_Bliss=6.16, Synergy_Loewe=-60.8, Synergy_HSA=-0.756. Drug 2: CCC1(CC2CC(C3=C(CCN(C2)C1)C4=CC=CC=C4N3)(C5=C(C=C6C(=C5)C78CCN9C7C(C=CC9)(C(C(C8N6C=O)(C(=O)OC)O)OC(=O)C)CC)OC)C(=O)OC)O.OS(=O)(=O)O. Cell line: HCT116. Drug 1: CC1=CC=C(C=C1)C2=CC(=NN2C3=CC=C(C=C3)S(=O)(=O)N)C(F)(F)F.